Task: Predict the reaction yield, written as a fraction of the theoretical maximum amount of product (1.0 means a 100% yield; for example, 0.34 means a 34% yield).. Dataset: Reaction yield outcomes from USPTO patents with 853,638 reactions (1) The reactants are [C:1]1([NH:7][C:8]([NH:10][C:11]2[CH:16]=[CH:15][CH:14]=[CH:13][CH:12]=2)=[O:9])[CH:6]=[CH:5][CH:4]=[CH:3][CH:2]=1.[C:17](O)(=[O:22])[CH2:18][C:19](O)=[O:20]. The catalyst is C(OC(=O)C)(=O)C. The product is [C:11]1([N:10]2[C:19](=[O:20])[CH2:18][C:17](=[O:22])[N:7]([C:1]3[CH:2]=[CH:3][CH:4]=[CH:5][CH:6]=3)[C:8]2=[O:9])[CH:16]=[CH:15][CH:14]=[CH:13][CH:12]=1. The yield is 0.400. (2) The reactants are [Cl:1][C:2]1[CH:27]=[CH:26][C:5]2[NH:6][C:7]3[S:8][C:9]([CH3:25])=[CH:10][C:11]=3[C:12]([N:14]3[CH2:19][CH2:18][N:17]([CH3:20])[C@@H:16]([CH2:21][CH2:22][O:23][CH3:24])[CH2:15]3)=[N:13][C:4]=2[CH:3]=1.[ClH:28]. The catalyst is CC(O)C. The product is [ClH:1].[ClH:28].[Cl:1][C:2]1[CH:27]=[CH:26][C:5]2[NH:6][C:7]3[S:8][C:9]([CH3:25])=[CH:10][C:11]=3[C:12]([N:14]3[CH2:19][CH2:18][N:17]([CH3:20])[C@@H:16]([CH2:21][CH2:22][O:23][CH3:24])[CH2:15]3)=[N:13][C:4]=2[CH:3]=1. The yield is 0.993. (3) The reactants are I[C:2]1[CH:3]=[C:4]([CH:8]=[CH:9][CH:10]=1)[C:5]([OH:7])=[O:6].[C:11](=[O:14])([O-])[O-:12].[K+].[K+].[S-2:17].[Na+].[Na+].O. The catalyst is CN(C=O)C.[Cu](I)I. The product is [C:5]([C:4]1[CH:8]=[CH:9][CH:10]=[CH:2][C:3]=1[S:17][C:2]1[CH:10]=[C:9]([C:11]([OH:12])=[O:14])[CH:8]=[CH:4][CH:3]=1)([OH:7])=[O:6]. The yield is 0.195. (4) The reactants are C([O:5][C:6]([C:8]1[NH:9][C:10]([CH3:19])=[C:11]([C:14]([O:16][CH2:17][CH3:18])=[O:15])[C:12]=1[CH3:13])=O)(C)(C)C.C(OCC)(OCC)OCC. The catalyst is FC(F)(F)C(O)=O. The product is [CH3:19][C:10]1[NH:9][C:8]([CH:6]=[O:5])=[C:12]([CH3:13])[C:11]=1[C:14]([O:16][CH2:17][CH3:18])=[O:15]. The yield is 0.640. (5) The reactants are [NH2:1][CH2:2][C:3]([NH:5][CH2:6][C:7]1[N:8]=[C:9]([NH:12][C:13]([NH:15][C:16]2[CH:21]=[CH:20][C:19]([CH3:22])=[CH:18][C:17]=2[C:23]([CH:25]2[CH2:29][CH2:28][CH2:27][CH2:26]2)=[O:24])=[O:14])[S:10][CH:11]=1)=[O:4].[CH3:30][S:31](Cl)(=[O:33])=[O:32]. No catalyst specified. The product is [CH:25]1([C:23]([C:17]2[CH:18]=[C:19]([CH3:22])[CH:20]=[CH:21][C:16]=2[NH:15][C:13](=[O:14])[NH:12][C:9]2[S:10][CH:11]=[C:7]([CH2:6][NH:5][C:3](=[O:4])[CH2:2][NH:1][S:31]([CH3:30])(=[O:33])=[O:32])[N:8]=2)=[O:24])[CH2:29][CH2:28][CH2:27][CH2:26]1. The yield is 0.840. (6) The reactants are [Cl:1][C:2]1[CH:25]=[CH:24][C:5]([CH2:6][C:7]2[N:8]=[C:9]([C:17]3[CH:22]=[CH:21][N:20]=[C:19]([Cl:23])[CH:18]=3)[S:10][C:11]=2[C:12]([O:14]CC)=[O:13])=[CH:4][CH:3]=1.[Li+].[OH-].Cl. The catalyst is C1COCC1.O. The product is [Cl:1][C:2]1[CH:3]=[CH:4][C:5]([CH2:6][C:7]2[N:8]=[C:9]([C:17]3[CH:22]=[CH:21][N:20]=[C:19]([Cl:23])[CH:18]=3)[S:10][C:11]=2[C:12]([OH:14])=[O:13])=[CH:24][CH:25]=1. The yield is 0.960. (7) The reactants are [CH3:1][N:2]([CH2:22][C@@H:23]1[C:26]2[CH:27]=[C:28]([O:33][CH3:34])[C:29]([O:31][CH3:32])=[CH:30][C:25]=2[CH2:24]1)[CH2:3][CH2:4][CH2:5][N:6]1[C:16](=[O:17])[CH2:15][C:14]2[C:9](=[CH:10][C:11]([O:20][CH3:21])=[C:12]([O:18][CH3:19])[CH:13]=2)[CH2:8][CH2:7]1.[C:35]([OH:40])(=[O:39])[C:36]([OH:38])=[O:37]. The catalyst is C(Cl)Cl.C(O)C. The product is [CH3:1][N:2]([CH2:22][C@@H:23]1[C:26]2[CH:27]=[C:28]([O:33][CH3:34])[C:29]([O:31][CH3:32])=[CH:30][C:25]=2[CH2:24]1)[CH2:3][CH2:4][CH2:5][N:6]1[C:16](=[O:17])[CH2:15][C:14]2[C:9](=[CH:10][C:11]([O:20][CH3:21])=[C:12]([O:18][CH3:19])[CH:13]=2)[CH2:8][CH2:7]1.[C:35]([O-:40])(=[O:39])[C:36]([O-:38])=[O:37]. The yield is 0.890.